From a dataset of Catalyst prediction with 721,799 reactions and 888 catalyst types from USPTO. Predict which catalyst facilitates the given reaction. Reactant: Br[C:2]1[C:3]([CH3:21])=[CH:4][C:5]([CH:8]([O:13][Si:14]([C:17]([CH3:20])([CH3:19])[CH3:18])([CH3:16])[CH3:15])[C:9]([F:12])([F:11])[F:10])=[N:6][CH:7]=1.[B:22](OC(C)C)([O:27]C(C)C)[O:23]C(C)C. Product: [Si:14]([O:13][CH:8]([C:5]1[N:6]=[CH:7][C:2]([B:22]([OH:27])[OH:23])=[C:3]([CH3:21])[CH:4]=1)[C:9]([F:12])([F:11])[F:10])([C:17]([CH3:20])([CH3:19])[CH3:18])([CH3:16])[CH3:15]. The catalyst class is: 1.